From a dataset of Forward reaction prediction with 1.9M reactions from USPTO patents (1976-2016). Predict the product of the given reaction. (1) Given the reactants [NH2:1][C:2]1[CH:3]=[C:4]2[C:8](=[CH:9][CH:10]=1)[N:7]([C:11]1[CH:19]=[CH:18][C:14]([C:15]([OH:17])=O)=[CH:13][CH:12]=1)[CH:6]=[CH:5]2.[CH:20]1([NH2:23])[CH2:22][CH2:21]1.[OH:24][CH2:25][CH2:26][N:27]1[C:35]2[C:30](=[CH:31][C:32]([C:36](O)=[O:37])=[CH:33][CH:34]=2)[CH:29]=[CH:28]1, predict the reaction product. The product is: [CH:20]1([NH:23][C:15]([C:14]2[CH:18]=[CH:19][C:11]([N:7]3[C:8]4[C:4](=[CH:3][C:2]([NH:1][C:36]([C:32]5[CH:31]=[C:30]6[C:35](=[CH:34][CH:33]=5)[N:27]([CH2:26][CH2:25][OH:24])[CH:28]=[CH:29]6)=[O:37])=[CH:10][CH:9]=4)[CH:5]=[CH:6]3)=[CH:12][CH:13]=2)=[O:17])[CH2:22][CH2:21]1. (2) Given the reactants C([O:3][C:4](=[O:17])[CH2:5][C:6]1[C:14]2[C:9](=[CH:10][CH:11]=[C:12]([F:15])[CH:13]=2)[NH:8][C:7]=1[CH3:16])C.[H-].[Na+].Br[CH2:21][C:22]1[CH:27]=[CH:26][C:25]([S:28]([N:31]([CH:33]2[CH2:38][CH2:37][CH2:36][CH2:35][CH2:34]2)[CH3:32])(=[O:30])=[O:29])=[CH:24][CH:23]=1.Cl, predict the reaction product. The product is: [CH:33]1([N:31]([CH3:32])[S:28]([C:25]2[CH:26]=[CH:27][C:22]([CH2:21][N:8]3[C:9]4[C:14](=[CH:13][C:12]([F:15])=[CH:11][CH:10]=4)[C:6]([CH2:5][C:4]([OH:3])=[O:17])=[C:7]3[CH3:16])=[CH:23][CH:24]=2)(=[O:30])=[O:29])[CH2:38][CH2:37][CH2:36][CH2:35][CH2:34]1.